Predict the reaction yield, written as a fraction of the theoretical maximum amount of product (1.0 means a 100% yield; for example, 0.34 means a 34% yield). From a dataset of Reaction yield outcomes from USPTO patents with 853,638 reactions. (1) The reactants are [NH2:1][C:2]1[N:11]=[C:10]([C:12]2[CH:17]=[CH:16][CH:15]=[C:14]([Cl:18])[CH:13]=2)[C:9]2[C:4](=[CH:5][CH:6]=[C:7]([C:19]([C:27]3[CH:32]=[CH:31][C:30]([Cl:33])=[CH:29][CH:28]=3)([C:21]3[N:25]([CH3:26])[CH:24]=[N:23][CH:22]=3)[OH:20])[CH:8]=2)[N:3]=1.[N:34]([CH2:37][CH2:38][O:39][CH3:40])=[C:35]=[S:36]. The catalyst is C1COCC1.O. The product is [Cl:18][C:14]1[CH:13]=[C:12]([C:10]2[C:9]3[C:4](=[CH:5][CH:6]=[C:7]([C:19]([C:27]4[CH:28]=[CH:29][C:30]([Cl:33])=[CH:31][CH:32]=4)([OH:20])[C:21]4[N:25]([CH3:26])[CH:24]=[N:23][CH:22]=4)[CH:8]=3)[N:3]=[C:2]([NH:1][C:35]([NH:34][CH2:37][CH2:38][O:39][CH3:40])=[S:36])[N:11]=2)[CH:17]=[CH:16][CH:15]=1. The yield is 0.0240. (2) The reactants are [CH:1]([N:14]1[CH2:17][CH:16]([CH2:18][O:19][C:20]2[C:32](Cl)=[CH:31][C:23]([C:24]([O:26][C:27]([CH3:30])([CH3:29])[CH3:28])=[O:25])=[C:22]([F:34])[CH:21]=2)[CH2:15]1)([C:8]1[CH:13]=[CH:12][CH:11]=[CH:10][CH:9]=1)[C:2]1[CH:7]=[CH:6][CH:5]=[CH:4][CH:3]=1.[CH:35]1(B(O)O)[CH2:37][CH2:36]1.P([O-])([O-])([O-])=O.[K+].[K+].[K+].[F-].[K+]. The catalyst is C1(C)C=CC=CC=1.O. The product is [CH:1]([N:14]1[CH2:17][CH:16]([CH2:18][O:19][C:20]2[C:32]([CH:35]3[CH2:37][CH2:36]3)=[CH:31][C:23]([C:24]([O:26][C:27]([CH3:30])([CH3:29])[CH3:28])=[O:25])=[C:22]([F:34])[CH:21]=2)[CH2:15]1)([C:8]1[CH:13]=[CH:12][CH:11]=[CH:10][CH:9]=1)[C:2]1[CH:7]=[CH:6][CH:5]=[CH:4][CH:3]=1. The yield is 0.800. (3) The reactants are [CH2:1]([O:8][C:9](=[O:26])[NH:10][C:11]1[CH:16]=[CH:15][C:14]([CH2:17][NH:18]C(OC(C)(C)C)=O)=[CH:13][CH:12]=1)[C:2]1[CH:7]=[CH:6][CH:5]=[CH:4][CH:3]=1.[ClH:27]. The catalyst is CCOC(C)=O. The product is [ClH:27].[CH2:1]([O:8][C:9](=[O:26])[NH:10][C:11]1[CH:12]=[CH:13][C:14]([CH2:17][NH2:18])=[CH:15][CH:16]=1)[C:2]1[CH:3]=[CH:4][CH:5]=[CH:6][CH:7]=1. The yield is 0.930. (4) The reactants are [CH3:1][N:2]([CH:10]1[CH2:15][CH2:14][CH:13]([O:16][C:17]2[N:18]=[CH:19][N:20]=[C:21]3[C:28]=2[C:27]2[CH2:26][CH2:25][CH2:24][C:23]=2[S:22]3)[CH2:12][CH2:11]1)C(=O)OC(C)(C)C.[Cl:29]CCl. The catalyst is Cl. The product is [ClH:29].[CH3:1][NH:2][CH:10]1[CH2:15][CH2:14][CH:13]([O:16][C:17]2[N:18]=[CH:19][N:20]=[C:21]3[C:28]=2[C:27]2[CH2:26][CH2:25][CH2:24][C:23]=2[S:22]3)[CH2:12][CH2:11]1. The yield is 0.920. (5) The reactants are [CH3:1][N:2]([C:11]1[CH:12]=[CH:13][CH:14]=[C:15]2[C:19]=1[NH:18][C:17]([C:20]1[S:21][C:22]3([CH2:29][CH2:28][NH:27][CH2:26][CH2:25]3)[CH2:23][N:24]=1)=[CH:16]2)[S:3]([C:6]1[S:7][CH:8]=[CH:9][CH:10]=1)(=[O:5])=[O:4].[CH:30](=O)[CH3:31].C(O[BH-](OC(=O)C)OC(=O)C)(=O)C.[Na+].O. The catalyst is O1CCCC1. The product is [CH2:30]([N:27]1[CH2:28][CH2:29][C:22]2([S:21][C:20]([C:17]3[NH:18][C:19]4[C:15]([CH:16]=3)=[CH:14][CH:13]=[CH:12][C:11]=4[N:2]([CH3:1])[S:3]([C:6]3[S:7][CH:8]=[CH:9][CH:10]=3)(=[O:4])=[O:5])=[N:24][CH2:23]2)[CH2:25][CH2:26]1)[CH3:31]. The yield is 0.800. (6) The reactants are [N+:1]([C:4]1[CH:9]=[CH:8][C:7]([OH:10])=[CH:6][CH:5]=1)([O-:3])=[O:2].Cl[C:12]([O:14][CH2:15][Cl:16])=[O:13].C(N(CC)C(C)C)(C)C. The catalyst is C1COCC1.C(OCC)(=O)C. The product is [N+:1]([C:4]1[CH:9]=[CH:8][C:7]([O:10][C:12](=[O:13])[O:14][CH2:15][Cl:16])=[CH:6][CH:5]=1)([O-:3])=[O:2]. The yield is 0.960. (7) The reactants are C([O:3][C:4]([C:6]1[C:7](Cl)=[C:8]2[C:14]([CH3:15])=[N:13][N:12]([C:16]3[CH:21]=[CH:20][C:19]([O:22][CH3:23])=[CH:18][CH:17]=3)[C:9]2=[N:10][CH:11]=1)=[O:5])C.[OH-:25].[K+].Cl. The product is [OH:25][C:7]1[C:6]([C:4]([OH:3])=[O:5])=[CH:11][N:10]=[C:9]2[N:12]([C:16]3[CH:21]=[CH:20][C:19]([O:22][CH3:23])=[CH:18][CH:17]=3)[N:13]=[C:14]([CH3:15])[C:8]=12. The yield is 0.530. The catalyst is CCO.